Dataset: Catalyst prediction with 721,799 reactions and 888 catalyst types from USPTO. Task: Predict which catalyst facilitates the given reaction. (1) Reactant: [C:1]([C@H:4]1[CH2:7][C@@H:6]([C:8]([OH:10])=[O:9])[C:5]1([CH3:12])[CH3:11])(=[O:3])[CH3:2].[CH3:13][C:14](O)([CH3:16])[CH3:15].C1CCC(N=C=NC2CCCCC2)CC1. Product: [C:1]([C@H:4]1[CH2:7][C@@H:6]([C:8]([O:10][C:14]([CH3:16])([CH3:15])[CH3:13])=[O:9])[C:5]1([CH3:12])[CH3:11])(=[O:3])[CH3:2]. The catalyst class is: 64. (2) Reactant: C([NH:8][CH:9]1[CH2:14][CH2:13][N:12]([CH:15]2[CH2:17][CH2:16]2)[CH2:11][CH2:10]1)C1C=CC=CC=1. Product: [CH:15]1([N:12]2[CH2:13][CH2:14][CH:9]([NH2:8])[CH2:10][CH2:11]2)[CH2:17][CH2:16]1. The catalyst class is: 43. (3) Reactant: [CH:1](NC(C)C)(C)[CH3:2].[Li]CCCC.CN1CCCN(C)C1=O.[O:22]1[C:26]2([CH2:31][CH2:30][CH:29]([CH2:32][C:33]([O:35][CH2:36][CH3:37])=[O:34])[CH2:28][CH2:27]2)[O:25][CH2:24][CH2:23]1.ICC. Product: [O:22]1[C:26]2([CH2:31][CH2:30][CH:29]([CH:32]([CH2:1][CH3:2])[C:33]([O:35][CH2:36][CH3:37])=[O:34])[CH2:28][CH2:27]2)[O:25][CH2:24][CH2:23]1. The catalyst class is: 1. (4) Reactant: [CH:1]([NH:4][CH:5]([CH3:7])[CH3:6])([CH3:3])[CH3:2].CC(O)C.[Br:12][C@H:13]([CH:17]([CH3:19])[CH3:18])[C:14]([OH:16])=[O:15]. Product: [CH:1]([NH:4][CH:5]([CH3:7])[CH3:6])([CH3:3])[CH3:2].[Br:12][C@H:13]([CH:17]([CH3:19])[CH3:18])[C:14]([OH:16])=[O:15]. The catalyst class is: 81. (5) Reactant: C(O[C:4](=[O:12])[CH2:5][CH2:6][C:7]1[S:8][CH:9]=[CH:10][N:11]=1)C.[CH:13]1([NH:18][C:19]2[C:24]([CH:25]=O)=[CH:23][N:22]=[C:21]([S:27][CH3:28])[N:20]=2)[CH2:17][CH2:16][CH2:15][CH2:14]1. Product: [CH:13]1([N:18]2[C:19]3[N:20]=[C:21]([S:27][CH3:28])[N:22]=[CH:23][C:24]=3[CH:25]=[C:5]([CH2:6][C:7]3[S:8][CH:9]=[CH:10][N:11]=3)[C:4]2=[O:12])[CH2:14][CH2:15][CH2:16][CH2:17]1. The catalyst class is: 13. (6) Reactant: [NH2:1][C:2]1[C:9]([Cl:10])=[CH:8][C:5]([C:6]#[N:7])=[CH:4][N:3]=1.[CH2:11](Br)[C:12]1[CH:17]=[CH:16][CH:15]=[CH:14][CH:13]=1.C(=O)([O-])[O-].[Cs+].[Cs+]. Product: [CH2:11]([NH:1][C:2]1[C:9]([Cl:10])=[CH:8][C:5]([C:6]#[N:7])=[CH:4][N:3]=1)[C:12]1[CH:17]=[CH:16][CH:15]=[CH:14][CH:13]=1. The catalyst class is: 3. (7) Reactant: C([O:8][C:9]1[CH:14]=[CH:13][C:12]([CH2:15][CH:16]([O:22][C:23]2[CH:28]=[CH:27][C:26]([Cl:29])=[CH:25][CH:24]=2)[C:17]([O:19][CH2:20][CH3:21])=[O:18])=[CH:11][CH:10]=1)C1C=CC=CC=1.Br.C(=O)([O-])[O-].[K+].[K+]. Product: [Cl:29][C:26]1[CH:27]=[CH:28][C:23]([O:22][CH:16]([CH2:15][C:12]2[CH:11]=[CH:10][C:9]([OH:8])=[CH:14][CH:13]=2)[C:17]([O:19][CH2:20][CH3:21])=[O:18])=[CH:24][CH:25]=1. The catalyst class is: 15.